Dataset: Full USPTO retrosynthesis dataset with 1.9M reactions from patents (1976-2016). Task: Predict the reactants needed to synthesize the given product. (1) Given the product [N:1]1[C:10]2[NH:9][C:8]3[CH:11]=[C:12]([CH2:15][NH:16][C:17]([NH2:19])=[S:18])[CH:13]=[CH:14][C:7]=3[S:6][C:5]=2[N:4]=[CH:3][CH:2]=1, predict the reactants needed to synthesize it. The reactants are: [N:1]1[C:10]2[NH:9][C:8]3[CH:11]=[C:12]([CH2:15][NH:16][C:17]([NH:19]C(=O)C4C=CC=CC=4)=[S:18])[CH:13]=[CH:14][C:7]=3[S:6][C:5]=2[N:4]=[CH:3][CH:2]=1.[OH-].[K+].CO.O1CCCC1. (2) The reactants are: [NH2:1][C:2]1[C:14]([Cl:15])=[C:13]2[C:5]([C:6]3[C:11]([CH2:16][CH2:17][CH2:18][CH3:19])([CH2:12]2)[CH2:10][CH2:9][C:8](=[O:20])[CH:7]=3)=[CH:4][C:3]=1[F:21].[Br:22]N1C(=O)CCC1=O. Given the product [NH2:1][C:2]1[C:14]([Cl:15])=[C:13]2[C:5]([C:6]3[C:11]([CH2:16][CH2:17][CH2:18][CH3:19])([CH2:12]2)[CH2:10][CH2:9][C:8](=[O:20])[C:7]=3[Br:22])=[CH:4][C:3]=1[F:21], predict the reactants needed to synthesize it. (3) The reactants are: [Si:1]([O:8][CH2:9][C:10]1[CH:15]=[CH:14][N:13]=[CH:12][CH:11]=1)([C:4]([CH3:7])([CH3:6])[CH3:5])([CH3:3])[CH3:2].C1C=C(Cl)C=C(C(OO)=[O:24])C=1. Given the product [Si:1]([O:8][CH2:9][C:10]1[CH:11]=[CH:12][N+:13]([O-:24])=[CH:14][CH:15]=1)([C:4]([CH3:7])([CH3:6])[CH3:5])([CH3:3])[CH3:2], predict the reactants needed to synthesize it. (4) Given the product [C:45]([C:2]1[CH:3]=[C:4]([C@:8]([C@@H:16]2[CH2:21][CH2:20][CH2:19][N:18]([C:22]([NH:24][C@H:25]([CH2:33][N:34]([CH3:44])[C:35]([O:37][CH2:38][CH2:39][Si:40]([CH3:41])([CH3:42])[CH3:43])=[O:36])[CH2:26][CH:27]3[CH2:32][CH2:31][CH2:30][CH2:29][CH2:28]3)=[O:23])[CH2:17]2)([OH:15])[CH2:9][CH2:10][CH2:11][CH2:12][O:13][CH3:14])[CH:5]=[CH:6][CH:7]=1)#[N:46], predict the reactants needed to synthesize it. The reactants are: Br[C:2]1[CH:3]=[C:4]([C@:8]([C@@H:16]2[CH2:21][CH2:20][CH2:19][N:18]([C:22]([NH:24][C@H:25]([CH2:33][N:34]([CH3:44])[C:35]([O:37][CH2:38][CH2:39][Si:40]([CH3:43])([CH3:42])[CH3:41])=[O:36])[CH2:26][CH:27]3[CH2:32][CH2:31][CH2:30][CH2:29][CH2:28]3)=[O:23])[CH2:17]2)([OH:15])[CH2:9][CH2:10][CH2:11][CH2:12][O:13][CH3:14])[CH:5]=[CH:6][CH:7]=1.[C:45]([Cu])#[N:46]. (5) Given the product [C:25]([C:28]1[CH:33]=[CH:32][C:31]([C:6]2[N:5]=[C:4]([NH2:9])[N:3]=[C:2]([N:16]3[C@H:11]([CH3:10])[CH2:12][CH2:13][C@H:14]([C:17]([OH:19])=[O:18])[CH2:15]3)[CH:7]=2)=[CH:30][C:29]=1[F:37])(=[O:27])[CH3:26], predict the reactants needed to synthesize it. The reactants are: Cl[C:2]1[CH:7]=[C:6](Cl)[N:5]=[C:4]([NH2:9])[N:3]=1.[CH3:10][C@H:11]1[NH:16][CH2:15][C@@H:14]([C:17]([OH:19])=[O:18])[CH2:13][CH2:12]1.C([O-])(O)=O.[Na+].[C:25]([C:28]1[CH:33]=[CH:32][C:31](B(O)O)=[CH:30][C:29]=1[F:37])(=[O:27])[CH3:26]. (6) The reactants are: C([O:3][C:4](=O)[C:5](=[CH:11][NH:12][C:13]1[CH:14]=[N:15][C:16]([CH2:19][C:20]2[CH:25]=[CH:24][CH:23]=[C:22]([Cl:26])[CH:21]=2)=[N:17][CH:18]=1)[C:6]([O:8][CH2:9][CH3:10])=[O:7])C. Given the product [CH2:9]([O:8][C:6]([C:5]1[C:4](=[O:3])[C:18]2[N:17]=[C:16]([CH2:19][C:20]3[CH:25]=[CH:24][CH:23]=[C:22]([Cl:26])[CH:21]=3)[N:15]=[CH:14][C:13]=2[NH:12][CH:11]=1)=[O:7])[CH3:10], predict the reactants needed to synthesize it. (7) Given the product [NH2:61][C:54]([C:49]1[CH:48]=[CH:47][C:46]2[C:51](=[CH:52][CH:53]=[C:44]([O:43][C@H:40]3[CH2:41][CH2:42][C@H:37]([C:33]([CH3:36])([CH3:35])[CH3:34])[CH2:38][CH2:39]3)[CH:45]=2)[CH:50]=1)([CH3:60])[CH2:55][CH2:56][C:57]([OH:59])=[O:58], predict the reactants needed to synthesize it. The reactants are: NC(C1C=CC2C(=CC=C(O[C@H]3CC[C@H](C(C)(C)C)CC3)C=2C(F)(F)F)C=1)CCC(O)=O.[C:33]([C@H:37]1[CH2:42][CH2:41][C@H:40]([O:43][C:44]2[CH:45]=[C:46]3[C:51](=[CH:52][CH:53]=2)[CH:50]=[C:49]([C:54]([N+:61]([O-])=O)([CH3:60])[CH2:55][CH2:56][C:57]([OH:59])=[O:58])[CH:48]=[CH:47]3)[CH2:39][CH2:38]1)([CH3:36])([CH3:35])[CH3:34].